Dataset: Reaction yield outcomes from USPTO patents with 853,638 reactions. Task: Predict the reaction yield, written as a fraction of the theoretical maximum amount of product (1.0 means a 100% yield; for example, 0.34 means a 34% yield). (1) The reactants are [Br:1][C:2]1[CH:3]=[CH:4][C:5]2[O:14][CH2:13][CH2:12][C:11]3[CH:10]=[C:9]([C:15]4O[CH:17]=[N:18][N:19]=4)[S:8][C:7]=3[C:6]=2[CH:20]=1.[Cl:21][C:22]1[CH:28]=[C:27]([Cl:29])[CH:26]=[CH:25][C:23]=1[NH2:24].C(O)(C(F)(F)F)=O.CCN(C(C)C)C(C)C. The catalyst is C1(C)C=CC=CC=1. The product is [Br:1][C:2]1[CH:3]=[CH:4][C:5]2[O:14][CH2:13][CH2:12][C:11]3[CH:10]=[C:9]([C:15]4[N:24]([C:23]5[CH:25]=[CH:26][C:27]([Cl:29])=[CH:28][C:22]=5[Cl:21])[CH:17]=[N:18][N:19]=4)[S:8][C:7]=3[C:6]=2[CH:20]=1. The yield is 0.460. (2) The reactants are [CH3:1][O:2][C:3]([C:5]1[C:6]([S:18][CH2:19][C:20]2[CH:25]=[CH:24][C:23]([Cl:26])=[CH:22][CH:21]=2)=[N:7][S:8][C:9]=1[NH:10]C(OC(C)(C)C)=O)=[O:4].C(O)(C(F)(F)F)=O. The catalyst is C(Cl)Cl. The product is [CH3:1][O:2][C:3]([C:5]1[C:6]([S:18][CH2:19][C:20]2[CH:25]=[CH:24][C:23]([Cl:26])=[CH:22][CH:21]=2)=[N:7][S:8][C:9]=1[NH2:10])=[O:4]. The yield is 0.820. (3) The reactants are [CH2:1]([O:8][CH2:9][CH2:10][O:11][C:12]1[CH:18]=[CH:17][C:15]([NH2:16])=[CH:14][C:13]=1[C:19]([F:22])([F:21])[F:20])[C:2]1[CH:7]=[CH:6][CH:5]=[CH:4][CH:3]=1.[Br:23][C:24]1[CH:29]=[CH:28][C:27]([CH2:30][C:31](O)=[O:32])=[C:26]([F:34])[CH:25]=1.C1C=CC2N(O)N=NC=2C=1.C(Cl)CCl.CCN(CC)CC. The catalyst is C(Cl)Cl. The product is [CH2:1]([O:8][CH2:9][CH2:10][O:11][C:12]1[CH:18]=[CH:17][C:15]([NH:16][C:31](=[O:32])[CH2:30][C:27]2[CH:28]=[CH:29][C:24]([Br:23])=[CH:25][C:26]=2[F:34])=[CH:14][C:13]=1[C:19]([F:20])([F:21])[F:22])[C:2]1[CH:3]=[CH:4][CH:5]=[CH:6][CH:7]=1. The yield is 0.890. (4) The yield is 0.700. The reactants are [CH3:1][C:2]1([CH3:18])[C:6]([CH3:8])([CH3:7])[O:5][B:4]([C:9]2[CH:17]=[C:16]3[C:12](C=NN3)=[CH:11][CH:10]=2)[O:3]1.BrC1C=CC2[N:24]=[C:25]([CH2:27][CH2:28]Cl)[O:26]C=2C=1.B1(B2OC(C)(C)C(C)(C)O2)OC(C)(C)C(C)(C)O1. No catalyst specified. The product is [CH3:18][C:2]1([CH3:1])[C:6]([CH3:7])([CH3:8])[O:5][B:4]([C:9]2[CH:10]=[CH:11][C:12]3[N:24]=[C:25]([CH:27]=[CH2:28])[O:26][C:16]=3[CH:17]=2)[O:3]1. (5) The reactants are [C:1]1([S:7](Cl)(=[O:9])=[O:8])[CH:6]=[CH:5][CH:4]=[CH:3][CH:2]=1.[O:11]=[C:12]([N:29]1[CH2:34][CH2:33][NH:32][CH2:31][CH2:30]1)[CH2:13][NH:14][C:15]([C:17]1[CH:22]=[CH:21][C:20]([C:23]2[CH:28]=[CH:27][CH:26]=[CH:25][CH:24]=2)=[CH:19][CH:18]=1)=[O:16].O. The catalyst is C(Cl)Cl. The product is [C:1]1([S:7]([N:32]2[CH2:31][CH2:30][N:29]([C:12](=[O:11])[CH2:13][NH:14][C:15]([C:17]3[CH:22]=[CH:21][C:20]([C:23]4[CH:28]=[CH:27][CH:26]=[CH:25][CH:24]=4)=[CH:19][CH:18]=3)=[O:16])[CH2:34][CH2:33]2)(=[O:9])=[O:8])[CH:6]=[CH:5][CH:4]=[CH:3][CH:2]=1. The yield is 0.314. (6) The reactants are [C:1]([C:4]1[N:5]=[C:6]([C:28]2[CH:36]=[C:35]3[C:31]([CH:32]=[CH:33][NH:34]3)=[CH:30][CH:29]=2)[O:7][C:8]=1[C:9]1[CH:14]=[CH:13][C:12]([N:15]2[CH2:20][CH2:19][N:18](C(OCCCC)=O)[CH2:17][CH2:16]2)=[CH:11][CH:10]=1)(=[O:3])[NH2:2].CC1C=CC(S(O)(=O)=O)=CC=1. The catalyst is CO. The product is [NH:34]1[C:35]2[C:31](=[CH:30][CH:29]=[C:28]([C:6]3[O:7][C:8]([C:9]4[CH:10]=[CH:11][C:12]([N:15]5[CH2:20][CH2:19][NH:18][CH2:17][CH2:16]5)=[CH:13][CH:14]=4)=[C:4]([C:1]([NH2:2])=[O:3])[N:5]=3)[CH:36]=2)[CH:32]=[CH:33]1. The yield is 0.500. (7) The reactants are [OH-:1].[K+].[CH2:3]([OH:7])[CH2:4][CH2:5][OH:6].Br[CH2:9][CH2:10][CH2:11][C:12]1[CH:17]=[CH:16][C:15]([O:18][CH2:19][C:20]2[CH:25]=[CH:24][CH:23]=[CH:22][CH:21]=2)=[CH:14][C:13]=1[O:26][CH2:27][C:28]1[CH:33]=[CH:32][CH:31]=[CH:30][CH:29]=1. The catalyst is CS(C)=O. The product is [CH2:19]([O:6][C:5]1[CH:4]=[C:3]([O:7][CH2:27][C:28]2[CH:29]=[CH:30][CH:31]=[CH:32][CH:33]=2)[CH:9]=[CH:10][C:11]=1[CH2:12][CH2:17][CH2:16][O:1][CH2:13][CH2:14][CH2:15][O:18][CH2:9][CH2:10][CH2:11][C:12]1[CH:17]=[CH:16][C:15]([O:18][CH2:19][C:20]2[CH:25]=[CH:24][CH:23]=[CH:22][CH:21]=2)=[CH:14][C:13]=1[O:26][CH2:27][C:28]1[CH:33]=[CH:32][CH:31]=[CH:30][CH:29]=1)[C:20]1[CH:25]=[CH:24][CH:23]=[CH:22][CH:21]=1. The yield is 0.580.